Dataset: Forward reaction prediction with 1.9M reactions from USPTO patents (1976-2016). Task: Predict the product of the given reaction. Given the reactants [CH:1]1([N:7]([CH2:21][CH2:22]OS(C)(=O)=O)[CH:8]2[CH2:13][CH2:12][N:11]([C:14]([O:16][C:17]([CH3:20])([CH3:19])[CH3:18])=[O:15])[CH2:10][CH2:9]2)[CH2:6][CH2:5][CH2:4][CH2:3][CH2:2]1.[NH:28]1[CH:32]=[N:31][CH:30]=N1.[Na].[C:34](#N)C.CN(C)C=O, predict the reaction product. The product is: [CH:1]1([N:7]([CH2:21][CH2:22][N:28]2[CH:34]=[CH:30][N:31]=[CH:32]2)[CH:8]2[CH2:13][CH2:12][N:11]([C:14]([O:16][C:17]([CH3:20])([CH3:19])[CH3:18])=[O:15])[CH2:10][CH2:9]2)[CH2:6][CH2:5][CH2:4][CH2:3][CH2:2]1.